From a dataset of Full USPTO retrosynthesis dataset with 1.9M reactions from patents (1976-2016). Predict the reactants needed to synthesize the given product. (1) Given the product [OH:3][NH:2][C:7](=[O:6])[CH2:8][CH2:9][CH2:10][CH2:11][CH2:12][CH2:13][C:14]([NH:15][C:16]12[CH2:25][CH:20]3[CH2:21][CH:22]([CH2:24][CH:18]([CH2:19]3)[CH2:17]1)[CH2:23]2)=[O:26], predict the reactants needed to synthesize it. The reactants are: Cl.[NH2:2][OH:3].[Na].C[O:6][C:7](=O)[CH2:8][CH2:9][CH2:10][CH2:11][CH2:12][CH2:13][C:14](=[O:26])[NH:15][C:16]12[CH2:25][CH:20]3[CH2:21][CH:22]([CH2:24][CH:18]([CH2:19]3)[CH2:17]1)[CH2:23]2.C(O)(=O)C. (2) The reactants are: [NH2:1][N:2]1[C:10]2[C:6]([N:7]3[N:13]([CH3:14])[C:12](=[O:15])[N:11]([CH2:16][CH2:17][N:18]4[CH2:23][CH2:22][N:21]([C:24]5[CH:29]=[CH:28][C:27]([O:30][CH2:31][CH2:32][O:33]C)=[CH:26][CH:25]=5)[CH2:20][CH2:19]4)[CH:8]3[N:9]=2)=[C:5]([C:35]2[O:36][CH:37]=[CH:38][CH:39]=2)[N:4]=[CH:3]1.B(Br)(Br)Br. Given the product [NH2:1][N:2]1[C:10]2[C:6]([N:7]3[N:13]([CH3:14])[C:12](=[O:15])[N:11]([CH2:16][CH2:17][N:18]4[CH2:23][CH2:22][N:21]([C:24]5[CH:25]=[CH:26][C:27]([O:30][CH2:31][CH2:32][OH:33])=[CH:28][CH:29]=5)[CH2:20][CH2:19]4)[CH:8]3[N:9]=2)=[C:5]([C:35]2[O:36][CH:37]=[CH:38][CH:39]=2)[N:4]=[CH:3]1, predict the reactants needed to synthesize it. (3) Given the product [CH3:25][O:24][C:7]1[CH:6]=[CH:5][C:4]2[N:3]=[C:2]([NH:26][C:27]3[CH:28]=[C:29]([S:33]([CH2:36][CH2:37][OH:38])(=[O:35])=[O:34])[CH:30]=[CH:31][CH:32]=3)[C:11]3=[N:12][NH:13][CH:14]=[C:10]3[C:9]=2[CH:8]=1, predict the reactants needed to synthesize it. The reactants are: Cl[C:2]1[C:11]2=[N:12][N:13](CC3C=CC(OC)=CC=3)[CH:14]=[C:10]2[C:9]2[CH:8]=[C:7]([O:24][CH3:25])[CH:6]=[CH:5][C:4]=2[N:3]=1.[NH2:26][C:27]1[CH:28]=[C:29]([S:33]([CH2:36][CH2:37][OH:38])(=[O:35])=[O:34])[CH:30]=[CH:31][CH:32]=1.Cl. (4) Given the product [C:1]([O:5][C:6]([C@:8]1([C:19](=[O:24])[N:20]([O:22][CH3:23])[CH3:21])[C@@H:10]([C:11]2[CH:16]=[CH:15][CH:14]=[CH:13][CH:12]=2)[C@H:9]1[CH2:17][O:18][CH3:25])=[O:7])([CH3:4])([CH3:3])[CH3:2], predict the reactants needed to synthesize it. The reactants are: [C:1]([O:5][C:6]([C@:8]1([C:19](=[O:24])[N:20]([O:22][CH3:23])[CH3:21])[C@@H:10]([C:11]2[CH:16]=[CH:15][CH:14]=[CH:13][CH:12]=2)[C@H:9]1[CH2:17][OH:18])=[O:7])([CH3:4])([CH3:3])[CH3:2].[CH3:25]I.